From a dataset of Forward reaction prediction with 1.9M reactions from USPTO patents (1976-2016). Predict the product of the given reaction. (1) Given the reactants [CH3:1][C:2]1[C:3]([NH:13][C:14]2[C:19]([C:20]3[CH:25]=[C:24]([NH:26][CH3:27])[N:23]=[CH:22][N:21]=3)=[CH:18][CH:17]=[CH:16][N:15]=2)=[C:4]2[C:9](=[CH:10][CH:11]=1)[C:8](=O)[NH:7][CH:6]=[CH:5]2.O=P(Cl)(Cl)[Cl:30], predict the reaction product. The product is: [Cl:30][C:8]1[C:9]2[CH:10]=[CH:11][C:2]([CH3:1])=[C:3]([NH:13][C:14]3[C:19]([C:20]4[CH:25]=[C:24]([NH:26][CH3:27])[N:23]=[CH:22][N:21]=4)=[CH:18][CH:17]=[CH:16][N:15]=3)[C:4]=2[CH:5]=[CH:6][N:7]=1. (2) Given the reactants C1(N[C:7]2[C:12]([CH3:13])=[C:11]([CH3:14])[N:10]=[C:9]([NH:15][CH2:16][C:17]3[CH:22]=[CH:21][CH:20]=[CH:19][N:18]=3)[N:8]=2)CCCC1.[F:23][C:24]1[C:29]([F:30])=[CH:28][C:27]([NH2:31])=[C:26]([CH3:32])[CH:25]=1, predict the reaction product. The product is: [F:23][C:24]1[C:29]([F:30])=[CH:28][C:27]([NH:31][C:7]2[C:12]([CH3:13])=[C:11]([CH3:14])[N:10]=[C:9]([NH:15][CH2:16][C:17]3[CH:22]=[CH:21][CH:20]=[CH:19][N:18]=3)[N:8]=2)=[C:26]([CH3:32])[CH:25]=1.